Dataset: Peptide-MHC class I binding affinity with 185,985 pairs from IEDB/IMGT. Task: Regression. Given a peptide amino acid sequence and an MHC pseudo amino acid sequence, predict their binding affinity value. This is MHC class I binding data. (1) The peptide sequence is NVTIPEQYT. The MHC is HLA-A02:02 with pseudo-sequence HLA-A02:02. The binding affinity (normalized) is 0. (2) The peptide sequence is GTLALSLTF. The MHC is HLA-A32:01 with pseudo-sequence HLA-A32:01. The binding affinity (normalized) is 0.332. (3) The peptide sequence is DELGNILSTY. The MHC is HLA-B44:02 with pseudo-sequence HLA-B44:02. The binding affinity (normalized) is 0.304. (4) The peptide sequence is MTKILEPFR. The MHC is HLA-A33:01 with pseudo-sequence HLA-A33:01. The binding affinity (normalized) is 0.607. (5) The binding affinity (normalized) is 0.0847. The MHC is HLA-A80:01 with pseudo-sequence HLA-A80:01. The peptide sequence is FVDVGVSAL. (6) The peptide sequence is SRHHAFCFR. The MHC is Mamu-B03 with pseudo-sequence Mamu-B03. The binding affinity (normalized) is 0.334. (7) The peptide sequence is YPLHEQYGM. The MHC is HLA-B35:01 with pseudo-sequence HLA-B35:01. The binding affinity (normalized) is 0.821. (8) The peptide sequence is MMKTYIEFV. The MHC is HLA-B15:01 with pseudo-sequence HLA-B15:01. The binding affinity (normalized) is 0.525.